From a dataset of Catalyst prediction with 721,799 reactions and 888 catalyst types from USPTO. Predict which catalyst facilitates the given reaction. (1) Reactant: ClC(Cl)(Cl)C([N:5]1[CH2:10][CH2:9][N:8]([C:11]2[CH:16]=[C:15]([S:17]([N:20]3[C:28]4[C:23](=[CH:24][CH:25]=[C:26]([Br:29])[CH:27]=4)[C:22]([CH:30]([F:32])[F:31])=[CH:21]3)(=[O:19])=[O:18])[CH:14]=[CH:13][C:12]=2[O:33][CH3:34])[CH2:7][CH2:6]1)=O.[OH-].[K+]. Product: [F:32][CH:30]([F:31])[C:22]1[C:23]2[C:28](=[CH:27][C:26]([Br:29])=[CH:25][CH:24]=2)[N:20]([S:17]([C:15]2[CH:14]=[CH:13][C:12]([O:33][CH3:34])=[C:11]([N:8]3[CH2:9][CH2:10][NH:5][CH2:6][CH2:7]3)[CH:16]=2)(=[O:19])=[O:18])[CH:21]=1. The catalyst class is: 1. (2) Reactant: C(OC([N:8]1[CH2:13][CH2:12][C:11]([C:18]2[CH:23]=[CH:22][C:21]([Cl:24])=[CH:20][CH:19]=2)([CH2:14][CH:15]([F:17])[F:16])[CH2:10][CH2:9]1)=O)(C)(C)C.O1CCOCC1. Product: [Cl:24][C:21]1[CH:22]=[CH:23][C:18]([C:11]2([CH2:14][CH:15]([F:17])[F:16])[CH2:10][CH2:9][NH:8][CH2:13][CH2:12]2)=[CH:19][CH:20]=1. The catalyst class is: 33. (3) Reactant: [Br:1][C:2]1[CH:3]=[N:4][C:5]([C:8]#[C:9][CH2:10][CH2:11][N:12]2[CH:16]=[CH:15][N:14]=[N:13]2)=[N:6][CH:7]=1. Product: [Br:1][C:2]1[CH:3]=[N:4][C:5]([CH2:8][CH2:9][CH2:10][CH2:11][N:12]2[CH:16]=[CH:15][N:14]=[N:13]2)=[N:6][CH:7]=1. The catalyst class is: 123.